Dataset: Full USPTO retrosynthesis dataset with 1.9M reactions from patents (1976-2016). Task: Predict the reactants needed to synthesize the given product. (1) The reactants are: [NH2:1][C:2]1[CH:7]=[CH:6][CH:5]=[CH:4][C:3]=1[C:8](=[S:10])[NH2:9].Br[CH2:12][C:13](=O)[CH2:14][CH2:15][CH3:16]. Given the product [CH2:14]([C:13]1[N:9]=[C:8]([C:3]2[CH:4]=[CH:5][CH:6]=[CH:7][C:2]=2[NH2:1])[S:10][CH:12]=1)[CH2:15][CH3:16], predict the reactants needed to synthesize it. (2) Given the product [NH2:26][C:8]1[N:7]=[C:6]([O:5][CH2:1][CH2:2][CH2:3][CH3:4])[N:14]=[C:13]2[C:9]=1[NH:10][C:11](=[O:24])[N:12]2[CH2:15][CH2:16][CH2:17][CH:18]1[CH2:19][CH2:20][N:21]([CH2:28][CH2:29][CH:30]2[CH2:35][CH2:34][CH2:33][CH2:32][CH2:31]2)[CH2:22][CH2:23]1, predict the reactants needed to synthesize it. The reactants are: [CH2:1]([O:5][C:6]1[N:14]=[C:13]2[C:9]([N:10]=[C:11]([O:24]C)[N:12]2[CH2:15][CH2:16][CH2:17][CH:18]2[CH2:23][CH2:22][NH:21][CH2:20][CH2:19]2)=[C:8]([NH2:26])[N:7]=1)[CH2:2][CH2:3][CH3:4].I[CH2:28][CH2:29][CH:30]1[CH2:35][CH2:34][CH2:33][CH2:32][CH2:31]1.